Task: Predict the product of the given reaction.. Dataset: Forward reaction prediction with 1.9M reactions from USPTO patents (1976-2016) (1) Given the reactants [F:1][C:2]1[CH:20]=[CH:19][CH:18]=[CH:17][C:3]=1[CH2:4][C:5]1[N:6]=[C:7]([C:14](=[NH:16])[NH2:15])[N:8]2[CH:13]=[CH:12][CH:11]=[N:10][C:9]=12.C[O:22][C:23](=O)[C:24]([CH3:31])([CH3:30])[CH:25]([C:28]#[N:29])[C:26]#[N:27], predict the reaction product. The product is: [NH2:27][C:26]1[C:25]2[C:24]([CH3:31])([CH3:30])[C:23](=[O:22])[NH:29][C:28]=2[N:16]=[C:14]([C:7]2[N:8]3[CH:13]=[CH:12][CH:11]=[N:10][C:9]3=[C:5]([CH2:4][C:3]3[CH:17]=[CH:18][CH:19]=[CH:20][C:2]=3[F:1])[N:6]=2)[N:15]=1. (2) Given the reactants [NH2:1][C:2]1[CH:11]=[CH:10][C:5]([C:6]([O:8][CH3:9])=[O:7])=[CH:4][N:3]=1.Br[CH2:13][C:14]([C:16]1[CH:21]=[CH:20][CH:19]=[CH:18][CH:17]=1)=O.C([O-])(O)=O.[Na+], predict the reaction product. The product is: [C:16]1([C:14]2[N:1]=[C:2]3[CH:11]=[CH:10][C:5]([C:6]([O:8][CH3:9])=[O:7])=[CH:4][N:3]3[CH:13]=2)[CH:21]=[CH:20][CH:19]=[CH:18][CH:17]=1. (3) Given the reactants [F:1][C:2]1[CH:7]=[CH:6][C:5]([NH2:8])=[CH:4][CH:3]=1.[Li+].C[Si]([N-][Si](C)(C)C)(C)C.F[C:20]1[CH:25]=[C:24]([F:26])[CH:23]=[CH:22][C:21]=1[N+:27]([O-:29])=[O:28], predict the reaction product. The product is: [F:26][C:24]1[CH:23]=[CH:22][C:21]([N+:27]([O-:29])=[O:28])=[C:20]([NH:8][C:5]2[CH:6]=[CH:7][C:2]([F:1])=[CH:3][CH:4]=2)[CH:25]=1. (4) Given the reactants [CH2:1]([NH:3][CH2:4][C:5]1[CH:10]=[CH:9][C:8]([CH2:11][N:12]2[CH2:17][CH2:16][N:15]([C:18]3[C:23]([C:24]([O:26][CH:27]([CH3:29])[CH3:28])=[O:25])=[CH:22][CH:21]=[CH:20][N:19]=3)[CH2:14][CH2:13]2)=[CH:7][CH:6]=1)[CH3:2].[O:30]1[CH:34]=[CH:33][C:32]([CH:35]=O)=[CH:31]1.C(O)(=O)C.C([BH3-])#N.[Na+], predict the reaction product. The product is: [CH2:1]([N:3]([CH2:4][C:5]1[CH:6]=[CH:7][C:8]([CH2:11][N:12]2[CH2:13][CH2:14][N:15]([C:18]3[C:23]([C:24]([O:26][CH:27]([CH3:28])[CH3:29])=[O:25])=[CH:22][CH:21]=[CH:20][N:19]=3)[CH2:16][CH2:17]2)=[CH:9][CH:10]=1)[CH2:35][C:32]1[CH:33]=[CH:34][O:30][CH:31]=1)[CH3:2]. (5) The product is: [CH2:29]([O:31][C:32]1[CH:37]=[CH:36][C:35]([NH:38][C:39]([CH:5]2[CH2:4][CH2:3][C:2]([CH3:14])([CH3:1])[CH2:7][C:6]2=[O:25])=[O:40])=[CH:34][CH:33]=1)[CH3:30]. Given the reactants [CH3:1][C:2]1([CH3:14])[CH2:7][C:6](N2CCOCC2)=[CH:5][CH2:4][CH2:3]1.CC1(C)CCCC(N2CC[O:25]CC2)=C1.[CH2:29]([O:31][C:32]1[CH:37]=[CH:36][C:35]([N:38]=[C:39]=[O:40])=[CH:34][CH:33]=1)[CH3:30].ClCCl, predict the reaction product. (6) Given the reactants CS(O[CH2:6][C@H:7]1[CH2:12][CH2:11][C@H:10]([NH:13][C:14]([O:16][C:17]([CH3:20])([CH3:19])[CH3:18])=[O:15])[CH2:9][CH2:8]1)(=O)=O.CCN(C(C)C)C(C)C.[F:30][C:31]([F:40])([F:39])[C:32]1[CH:33]=[C:34]([SH:38])[CH:35]=[CH:36][CH:37]=1, predict the reaction product. The product is: [F:40][C:31]([F:30])([F:39])[C:32]1[CH:33]=[C:34]([S:38][CH2:6][C@H:7]2[CH2:8][CH2:9][C@H:10]([NH:13][C:14](=[O:15])[O:16][C:17]([CH3:18])([CH3:19])[CH3:20])[CH2:11][CH2:12]2)[CH:35]=[CH:36][CH:37]=1. (7) Given the reactants CN(C(ON1N=NC2C=CC=CC1=2)=[N+](C)C)C.[B-](F)(F)(F)F.[NH2:23][C:24]1[S:25][C:26]([C:32]2[CH:37]=[CH:36][CH:35]=[C:34]([F:38])[CH:33]=2)=[C:27]([C:29]([OH:31])=O)[N:28]=1.[C@H:39]12[CH2:44][C@H:43]1[CH2:42][C@@H:41]([CH2:45][NH:46][C:47](=[O:52])[C:48]([F:51])([F:50])[F:49])[NH:40]2.CCN(C(C)C)C(C)C, predict the reaction product. The product is: [NH2:23][C:24]1[S:25][C:26]([C:32]2[CH:37]=[CH:36][CH:35]=[C:34]([F:38])[CH:33]=2)=[C:27]([C:29]([N:40]2[C@H:41]([CH2:45][NH:46][C:47](=[O:52])[C:48]([F:50])([F:51])[F:49])[CH2:42][C@H:43]3[C@@H:39]2[CH2:44]3)=[O:31])[N:28]=1. (8) Given the reactants C([N:8]1[CH2:13][CH2:12][N:11]([CH2:14][CH2:15][N:16]2[CH2:20][C:19]3=[CH:21][N:22]=[C:23]([CH3:24])[N:18]3[C:17]2=[O:25])[CH2:10][CH2:9]1)C1C=CC=CC=1.Cl, predict the reaction product. The product is: [CH3:24][C:23]1[N:18]2[C:17](=[O:25])[N:16]([CH2:15][CH2:14][N:11]3[CH2:10][CH2:9][NH:8][CH2:13][CH2:12]3)[CH2:20][C:19]2=[CH:21][N:22]=1.